This data is from Ames mutagenicity test results for genotoxicity prediction. The task is: Regression/Classification. Given a drug SMILES string, predict its toxicity properties. Task type varies by dataset: regression for continuous values (e.g., LD50, hERG inhibition percentage) or binary classification for toxic/non-toxic outcomes (e.g., AMES mutagenicity, cardiotoxicity, hepatotoxicity). Dataset: ames. The molecule is CC(=O)OCC1OC(Oc2cccc3c2C(=O)c2c(O)cccc2C3=O)C(OC(C)=O)C(OC(C)=O)C1OC(C)=O. The result is 1 (mutagenic).